From a dataset of NCI-60 drug combinations with 297,098 pairs across 59 cell lines. Regression. Given two drug SMILES strings and cell line genomic features, predict the synergy score measuring deviation from expected non-interaction effect. Drug 1: C1CCC(CC1)NC(=O)N(CCCl)N=O. Drug 2: C1=C(C(=O)NC(=O)N1)N(CCCl)CCCl. Cell line: CCRF-CEM. Synergy scores: CSS=77.8, Synergy_ZIP=1.86, Synergy_Bliss=0.578, Synergy_Loewe=-5.25, Synergy_HSA=3.07.